Dataset: Forward reaction prediction with 1.9M reactions from USPTO patents (1976-2016). Task: Predict the product of the given reaction. (1) Given the reactants [Cl:1][CH:2]([C:8](=[O:16])[CH2:9][C:10]1[CH:15]=[CH:14][CH:13]=[CH:12][CH:11]=1)[C:3]([O:5][CH2:6][CH3:7])=[O:4].CC1C=CC(C(C)C)=CC=1.C(N(CC)CC)C.C(O)=O, predict the reaction product. The product is: [Cl:1][CH:2]([C@H:8]([OH:16])[CH2:9][C:10]1[CH:11]=[CH:12][CH:13]=[CH:14][CH:15]=1)[C:3]([O:5][CH2:6][CH3:7])=[O:4]. (2) Given the reactants [NH2:1][CH2:2][C:3]([NH2:6])([CH3:5])[CH3:4].[C:7](O[C:7]([O:9][C:10]([CH3:13])([CH3:12])[CH3:11])=[O:8])([O:9][C:10]([CH3:13])([CH3:12])[CH3:11])=[O:8], predict the reaction product. The product is: [C:10]([O:9][C:7](=[O:8])[NH:1][CH2:2][C:3]([NH2:6])([CH3:5])[CH3:4])([CH3:13])([CH3:12])[CH3:11]. (3) Given the reactants [I:1][C:2]1[CH:7]=[CH:6][C:5]([CH2:8][NH2:9])=[CH:4][CH:3]=1.Cl[C:11]([O:13][CH2:14][C:15]1[CH:20]=[CH:19][CH:18]=[CH:17][CH:16]=1)=[O:12].C([O-])([O-])=O.[K+].[K+], predict the reaction product. The product is: [I:1][C:2]1[CH:7]=[CH:6][C:5]([CH2:8][NH:9][C:11](=[O:12])[O:13][CH2:14][C:15]2[CH:20]=[CH:19][CH:18]=[CH:17][CH:16]=2)=[CH:4][CH:3]=1.